This data is from Reaction yield outcomes from USPTO patents with 853,638 reactions. The task is: Predict the reaction yield, written as a fraction of the theoretical maximum amount of product (1.0 means a 100% yield; for example, 0.34 means a 34% yield). (1) The reactants are [Br:1][C:2]1[CH:7]=[CH:6][C:5]([NH:8][C:9](=[O:12])[CH2:10][OH:11])=[C:4](F)[CH:3]=1.[H-].[Na+].O. The catalyst is CN(C=O)C. The product is [Br:1][C:2]1[CH:7]=[CH:6][C:5]2[NH:8][C:9](=[O:12])[CH2:10][O:11][C:4]=2[CH:3]=1. The yield is 0.310. (2) The reactants are [CH3:1][N:2]1[CH:6]=[CH:5][N:4]=[CH:3]1.[Br:7][CH2:8][CH2:9][OH:10]. The catalyst is CC#N. The product is [Br-:7].[OH:10][CH2:9][CH2:8][N+:4]1[CH:5]=[CH:6][N:2]([CH3:1])[CH:3]=1. The yield is 0.950. (3) The product is [Br:6][C:7]1[S:8][C:9]([S:2]([Cl:1])(=[O:5])=[O:3])=[C:10]([Br:12])[N:11]=1. No catalyst specified. The yield is 0.560. The reactants are [Cl:1][S:2]([OH:5])(=O)=[O:3].[Br:6][C:7]1[S:8][CH:9]=[C:10]([Br:12])[N:11]=1.